This data is from Catalyst prediction with 721,799 reactions and 888 catalyst types from USPTO. The task is: Predict which catalyst facilitates the given reaction. (1) Reactant: [O:1]1[C:5]2([CH2:10][CH2:9][N:8]([C:11]3[CH:18]=[CH:17][C:14]([CH:15]=O)=[CH:13][CH:12]=3)[CH2:7][CH2:6]2)[O:4][CH2:3][CH2:2]1.[S:19]1[CH2:25][C:23](=[O:24])[NH:22][C:20]1=[S:21].NCCC(O)=O. Product: [O:1]1[C:5]2([CH2:10][CH2:9][N:8]([C:11]3[CH:18]=[CH:17][C:14]([CH:15]=[C:25]4[S:19][C:20](=[S:21])[NH:22][C:23]4=[O:24])=[CH:13][CH:12]=3)[CH2:7][CH2:6]2)[O:4][CH2:3][CH2:2]1. The catalyst class is: 15. (2) Reactant: Cl[C:2]1[N:7]=[C:6]([C:8]2[S:12][C:11]([N:13]3[CH2:18][CH2:17][O:16][CH2:15][CH2:14]3)=[N:10][C:9]=2[C:19]2[C:20]([F:37])=[C:21]([NH:25][S:26]([C:29]3[CH:34]=[C:33]([F:35])[CH:32]=[CH:31][C:30]=3[F:36])(=[O:28])=[O:27])[CH:22]=[CH:23][CH:24]=2)[CH:5]=[CH:4][N:3]=1.O.[CH3:39][N:40](C)C=O. Product: [C:39]([C:2]1[N:7]=[C:6]([C:8]2[S:12][C:11]([N:13]3[CH2:18][CH2:17][O:16][CH2:15][CH2:14]3)=[N:10][C:9]=2[C:19]2[C:20]([F:37])=[C:21]([NH:25][S:26]([C:29]3[CH:34]=[C:33]([F:35])[CH:32]=[CH:31][C:30]=3[F:36])(=[O:28])=[O:27])[CH:22]=[CH:23][CH:24]=2)[CH:5]=[CH:4][N:3]=1)#[N:40]. The catalyst class is: 267. (3) Reactant: [CH2:1]([C@H:8]([NH:30][C:31](=[O:50])[C@H:32]([CH:47]([CH3:49])[CH3:48])[NH:33][C:34]([N:36]([CH2:38][C:39]1[N:40]=[C:41]([CH:44]([CH3:46])[CH3:45])[S:42][CH:43]=1)[CH3:37])=[O:35])[CH2:9][C@H:10]([OH:29])[C@@H:11]([NH:19][C:20]([O:22][CH2:23][C:24]1[S:28][CH:27]=[N:26][CH:25]=1)=[O:21])[CH2:12][C:13]1[CH:18]=[CH:17][CH:16]=[CH:15][CH:14]=1)[C:2]1[CH:7]=[CH:6][CH:5]=[CH:4][CH:3]=1.[C:51]([O:55][P:56]([O:63][CH2:64][C:65]([CH3:71])([CH3:70])[CH2:66][C:67](O)=[O:68])([O:58][C:59]([CH3:62])([CH3:61])[CH3:60])=[O:57])([CH3:54])([CH3:53])[CH3:52].CCN=C=NCCCN(C)C. Product: [C:51]([O:55][P:56]([O:63][CH2:64][C:65]([CH3:71])([CH3:70])[CH2:66][C:67]([O:29][C@H:10]([C@@H:11]([NH:19][C:20]([O:22][CH2:23][C:24]1[S:28][CH:27]=[N:26][CH:25]=1)=[O:21])[CH2:12][C:13]1[CH:18]=[CH:17][CH:16]=[CH:15][CH:14]=1)[CH2:9][C@@H:8]([NH:30][C:31](=[O:50])[C@H:32]([CH:47]([CH3:49])[CH3:48])[NH:33][C:34]([N:36]([CH2:38][C:39]1[N:40]=[C:41]([CH:44]([CH3:45])[CH3:46])[S:42][CH:43]=1)[CH3:37])=[O:35])[CH2:1][C:2]1[CH:3]=[CH:4][CH:5]=[CH:6][CH:7]=1)=[O:68])([O:58][C:59]([CH3:60])([CH3:61])[CH3:62])=[O:57])([CH3:54])([CH3:53])[CH3:52]. The catalyst class is: 456. (4) Reactant: [O:1]1[CH2:6][CH2:5][N:4]([C:7]2[CH:12]=[CH:11][CH:10]=[CH:9][C:8]=2[NH:13][C:14]2[N:23]=[CH:22][C:21]3[C:16](=[CH:17][CH:18]=[C:19]([OH:24])[CH:20]=3)[N:15]=2)[CH2:3][CH2:2]1.Cl[C:26]1[CH:31]=[CH:30][N:29]=[C:28]([C:32]([O:34][C:35]([CH3:38])([CH3:37])[CH3:36])=[O:33])[CH:27]=1.C(=O)([O-])[O-].[Cs+].[Cs+].O. Product: [O:1]1[CH2:6][CH2:5][N:4]([C:7]2[CH:12]=[CH:11][CH:10]=[CH:9][C:8]=2[NH:13][C:14]2[N:23]=[CH:22][C:21]3[C:16](=[CH:17][CH:18]=[C:19]([O:24][C:26]4[CH:31]=[CH:30][N:29]=[C:28]([C:32]([O:34][C:35]([CH3:38])([CH3:37])[CH3:36])=[O:33])[CH:27]=4)[CH:20]=3)[N:15]=2)[CH2:3][CH2:2]1. The catalyst class is: 80. (5) Reactant: Cl[C:2]1[N:7]=[C:6]([C:8]2[S:12][C:11]([CH:13]([CH3:15])[CH3:14])=[N:10][C:9]=2[C:16]2[CH:17]=[C:18]([NH:22][S:23]([C:26]3[C:31]([F:32])=[CH:30][CH:29]=[CH:28][C:27]=3[F:33])(=[O:25])=[O:24])[CH:19]=[CH:20][CH:21]=2)[CH:5]=[CH:4][N:3]=1.[NH3:34]. Product: [NH2:34][C:2]1[N:7]=[C:6]([C:8]2[S:12][C:11]([CH:13]([CH3:15])[CH3:14])=[N:10][C:9]=2[C:16]2[CH:17]=[C:18]([NH:22][S:23]([C:26]3[C:31]([F:32])=[CH:30][CH:29]=[CH:28][C:27]=3[F:33])(=[O:25])=[O:24])[CH:19]=[CH:20][CH:21]=2)[CH:5]=[CH:4][N:3]=1. The catalyst class is: 5. (6) Reactant: N12CN3CC(CN(C3)P1)C2.[CH3:11][N:12]1[C@@H:28]2[CH2:29][C:17]3[CH:18]=[CH:19][C:20]([O:31][CH3:32])=[C:21]4[O:22][C@H:23]5[C@@H:24]([OH:30])[CH:25]=[CH:26][C@@H:27]2[C@:15]5([C:16]=34)[CH2:14][CH2:13]1.[OH-].[Na+]. Product: [CH3:11][N:12]1[C@@H:28]2[CH2:29][C:17]3[CH:18]=[CH:19][C:20]([O:31][CH3:32])=[C:21]4[O:22][C@H:23]5[C:24]([CH2:25][CH2:26][C@@H:27]2[C@:15]5([C:16]=34)[CH2:14][CH2:13]1)=[O:30]. The catalyst class is: 6.